From a dataset of Full USPTO retrosynthesis dataset with 1.9M reactions from patents (1976-2016). Predict the reactants needed to synthesize the given product. Given the product [C:31]([CH2:3][CH2:2][C:1]([N:5]1[C:14]2[C:9](=[CH:10][CH:11]=[CH:12][CH:13]=2)[CH2:8][CH2:7][CH:6]1[CH2:15][N:16]1[CH2:21][CH2:20][N:19]([C:22]2[CH:30]=[CH:29][CH:28]=[C:27]3[C:23]=2[CH:24]=[CH:25][NH:26]3)[CH2:18][CH2:17]1)=[O:4])#[N:32], predict the reactants needed to synthesize it. The reactants are: [C:1]([N:5]1[C:14]2[C:9](=[CH:10][CH:11]=[CH:12][CH:13]=2)[CH2:8][CH2:7][CH:6]1[CH2:15][N:16]1[CH2:21][CH2:20][N:19]([C:22]2[CH:30]=[CH:29][CH:28]=[C:27]3[C:23]=2[CH:24]=[CH:25][NH:26]3)[CH2:18][CH2:17]1)(=[O:4])[CH:2]=[CH2:3].[C-:31]#[N:32].[Na+].O.